This data is from Reaction yield outcomes from USPTO patents with 853,638 reactions. The task is: Predict the reaction yield, written as a fraction of the theoretical maximum amount of product (1.0 means a 100% yield; for example, 0.34 means a 34% yield). (1) The reactants are [Br-].C([P+]([C:18]1[CH:23]=[CH:22][CH:21]=[CH:20][CH:19]=1)([C:18]1[CH:23]=[CH:22][CH:21]=[CH:20][CH:19]=1)[C:18]1[CH:23]=[CH:22][CH:21]=[CH:20][CH:19]=1)(C)C.C[Si](C)(C)[N-][Si](C)(C)C.[K+].C(C1C=CC([C:41]([O:43][CH3:44])=[O:42])=CC=1)(=O)C.[C:47]1([CH3:53])[CH:52]=[CH:51]C=C[CH:48]=1. The catalyst is C(OCC)(=O)C. The product is [CH3:48][C:47]([CH3:53])=[C:52]([C:18]1[CH:19]=[CH:20][C:21]([C:41]([O:43][CH3:44])=[O:42])=[CH:22][CH:23]=1)[CH3:51]. The yield is 0.830. (2) The catalyst is FC(F)(F)C(O)=O. The yield is 0.700. The product is [C:1]1([S:7]([CH2:9][CH2:10][N:11]2[C:19]3[CH:18]=[CH:17][CH:16]=[CH:15][C:14]=3[C:13]3[CH2:20][CH2:21][NH:22][CH2:23][CH2:24][C:12]2=3)=[O:8])[CH:2]=[CH:3][CH:4]=[CH:5][CH:6]=1. The reactants are [C:1]1([S:7]([CH2:9][CH2:10][N:11]2[C:19]3[CH:18]=[CH:17][CH:16]=[CH:15][C:14]=3[C:13]3[CH2:20][CH2:21][N:22](C(OC(C)(C)C)=O)[CH2:23][CH2:24][C:12]2=3)=[O:8])[CH:6]=[CH:5][CH:4]=[CH:3][CH:2]=1. (3) The catalyst is CO. The reactants are [F:1][C:2]([F:26])([F:25])[O:3][C:4]1[CH:9]=[CH:8][C:7]([N:10]2[CH:14]=[N:13][C:12]([C:15]3[CH:20]=[CH:19][C:18]([CH2:21][CH:22]([NH2:24])[CH3:23])=[CH:17][CH:16]=3)=[N:11]2)=[CH:6][CH:5]=1.[OH:27][C@@H:28]([C@H:32]([OH:36])[C:33]([OH:35])=[O:34])[C:29]([OH:31])=[O:30]. The product is [OH:27][C@@H:28]([C@H:32]([OH:36])[C:33]([OH:35])=[O:34])[C:29]([OH:31])=[O:30].[F:26][C:2]([F:1])([F:25])[O:3][C:4]1[CH:5]=[CH:6][C:7]([N:10]2[CH:14]=[N:13][C:12]([C:15]3[CH:20]=[CH:19][C:18]([CH2:21][C@H:22]([NH2:24])[CH3:23])=[CH:17][CH:16]=3)=[N:11]2)=[CH:8][CH:9]=1. The yield is 0.460. (4) The reactants are [C:1]([O:5][C:6]([N:8]1[CH2:13][CH2:12][N:11]([CH2:14][C:15]2[CH:23]=[CH:22][C:18]([C:19]([OH:21])=O)=[CH:17][C:16]=2[Cl:24])[CH2:10][CH2:9]1)=[O:7])([CH3:4])([CH3:3])[CH3:2].ClCCl.Cl.CN(C)CCCN=C=NCC.[NH:40]1[CH2:45][CH2:44][O:43][CH2:42][CH2:41]1. The catalyst is O. The product is [Cl:24][C:16]1[CH:17]=[C:18]([C:19]([N:40]2[CH2:45][CH2:44][O:43][CH2:42][CH2:41]2)=[O:21])[CH:22]=[CH:23][C:15]=1[CH2:14][N:11]1[CH2:12][CH2:13][N:8]([C:6]([O:5][C:1]([CH3:4])([CH3:3])[CH3:2])=[O:7])[CH2:9][CH2:10]1. The yield is 0.600. (5) The reactants are [CH:1]1([CH:7]([NH:21][C:22]2[CH:27]=[CH:26][C:25]([C:28]([N:30]([CH3:38])[CH2:31][CH2:32][C:33]([O:35]CC)=[O:34])=[O:29])=[CH:24][CH:23]=2)[C:8]2[O:9][C:10]3[CH:19]=[CH:18][C:17]([F:20])=[CH:16][C:11]=3[C:12]=2[CH2:13][O:14][CH3:15])[CH2:6][CH2:5][CH2:4][CH2:3][CH2:2]1.O1CCCC1.[OH-].[Na+]. The catalyst is C(O)C. The product is [CH:1]1([CH:7]([NH:21][C:22]2[CH:23]=[CH:24][C:25]([C:28]([N:30]([CH3:38])[CH2:31][CH2:32][C:33]([OH:35])=[O:34])=[O:29])=[CH:26][CH:27]=2)[C:8]2[O:9][C:10]3[CH:19]=[CH:18][C:17]([F:20])=[CH:16][C:11]=3[C:12]=2[CH2:13][O:14][CH3:15])[CH2:6][CH2:5][CH2:4][CH2:3][CH2:2]1. The yield is 0.870. (6) The reactants are [Br:1][C:2]1[CH:7]=[C:6](B(O)O)[C:5]([F:11])=[CH:4][N:3]=1.C(=O)([O-])[O-].[Na+].[Na+].[F:18][C:19]1[CH:24]=[CH:23][C:22]([CH:25]=[CH2:26])=[CH:21][CH:20]=1. The catalyst is CN(C)C=O.C(O[Pd]OC(=O)C)(=O)C. The product is [Br:1][C:2]1[CH:7]=[C:6](/[CH:26]=[CH:25]/[C:22]2[CH:23]=[CH:24][C:19]([F:18])=[CH:20][CH:21]=2)[C:5]([F:11])=[CH:4][N:3]=1. The yield is 0.0825. (7) The reactants are [NH2:1][C@H:2]([CH2:6][CH2:7][S:8][CH3:9])[C:3]([OH:5])=[O:4].[C:10]1(=O)[O:15][C:13](=[O:14])[C:12]2=[CH:16][CH:17]=[CH:18][CH:19]=[C:11]12.C(N(CC)CC)C. The catalyst is C1(C)C=CC=CC=1. The product is [O:14]=[C:13]1[C:12]2[C:11](=[CH:19][CH:18]=[CH:17][CH:16]=2)[C:10](=[O:15])[N:1]1[C@H:2]([CH2:6][CH2:7][S:8][CH3:9])[C:3]([OH:5])=[O:4]. The yield is 0.920.